From a dataset of Catalyst prediction with 721,799 reactions and 888 catalyst types from USPTO. Predict which catalyst facilitates the given reaction. (1) Reactant: [CH3:1][N:2]1[C:6]([C:7]([F:10])([F:9])[F:8])=[CH:5][C:4](=[O:11])[NH:3]1.[H-].[Na+].F[C:15]1[CH:16]=[C:17]([N+:32]([O-:34])=[O:33])[CH:18]=[C:19]([O:21][C:22]2[CH:27]=[CH:26][CH:25]=[C:24]([C:28]([F:31])([F:30])[F:29])[CH:23]=2)[CH:20]=1.O. Product: [CH3:1][N:2]1[C:6]([C:7]([F:8])([F:9])[F:10])=[CH:5][C:4]([O:11][C:15]2[CH:16]=[C:17]([N+:32]([O-:34])=[O:33])[CH:18]=[C:19]([O:21][C:22]3[CH:27]=[CH:26][CH:25]=[C:24]([C:28]([F:29])([F:30])[F:31])[CH:23]=3)[CH:20]=2)=[N:3]1. The catalyst class is: 44. (2) Reactant: [F:1][C:2]([F:14])([F:13])[O:3][C:4]1[CH:5]=[C:6]([CH:10]=[CH:11][CH:12]=1)[C:7]([OH:9])=[O:8].[N+:15]([O-])([O-:17])=[O:16].[K+]. Product: [N+:15]([C:10]1[CH:11]=[CH:12][C:4]([O:3][C:2]([F:13])([F:14])[F:1])=[CH:5][C:6]=1[C:7]([OH:9])=[O:8])([O-:17])=[O:16]. The catalyst class is: 82. (3) Reactant: [H-].[Al+3].[Li+].[H-].[H-].[H-].[CH2:7]([O:9][C:10]1[CH:15]=[CH:14][C:13]([CH2:16][CH2:17][CH:18]=[O:19])=[C:12]([F:20])[C:11]=1[F:21])[CH3:8].C(OCC)(=O)C.N. Product: [CH2:7]([O:9][C:10]1[CH:15]=[CH:14][C:13]([CH2:16][CH2:17][CH2:18][OH:19])=[C:12]([F:20])[C:11]=1[F:21])[CH3:8]. The catalyst class is: 1. (4) Reactant: [Si:1]([O:8][CH2:9][CH2:10][CH2:11][N:12]([CH2:47][CH2:48][CH3:49])[C:13]([C:15]1=[CH:16][C:17]2[CH:33]=[CH:32][C:31]([C:34]3[CH:39]=[CH:38][C:37]([C:40]([N:42]4[CH2:46][CH2:45][CH2:44][CH2:43]4)=[O:41])=[CH:36][CH:35]=3)=[CH:30][C:18]=2[N:19]=[C:20]([NH:22][C:23](=O)OC(C)(C)C)[CH2:21]1)=[O:14])([C:4]([CH3:7])([CH3:6])[CH3:5])([CH3:3])[CH3:2].CN. Product: [Si:1]([O:8][CH2:9][CH2:10][CH2:11][N:12]([CH2:47][CH2:48][CH3:49])[C:13]([C:15]1=[CH:16][C:17]2[CH:33]=[CH:32][C:31]([C:34]3[CH:39]=[CH:38][C:37]([C:40]([N:42]4[CH2:43][CH2:44][CH2:45][CH2:46]4)=[O:41])=[CH:36][CH:35]=3)=[CH:30][C:18]=2[N:19]=[C:20]([NH:22][CH3:23])[CH2:21]1)=[O:14])([C:4]([CH3:7])([CH3:5])[CH3:6])([CH3:2])[CH3:3]. The catalyst class is: 31. (5) Reactant: [CH:1]1([NH2:5])[CH2:4][CH2:3][CH2:2]1.Cl[C:7]1[N:15]=[C:14]([NH:16][C:17]2[CH:18]=[C:19]([NH:23][S:24]([CH3:27])(=[O:26])=[O:25])[CH:20]=[CH:21][CH:22]=2)[N:13]=[C:12]2[C:8]=1[N:9]=[CH:10][NH:11]2.C(N(CC)CC)C. Product: [CH:1]1([NH:5][C:7]2[N:15]=[C:14]([NH:16][C:17]3[CH:18]=[C:19]([NH:23][S:24]([CH3:27])(=[O:25])=[O:26])[CH:20]=[CH:21][CH:22]=3)[N:13]=[C:12]3[C:8]=2[N:9]=[CH:10][NH:11]3)[CH2:4][CH2:3][CH2:2]1. The catalyst class is: 14. (6) Reactant: [Cl:1][C:2]1[CH:23]=[CH:22][C:5]([C:6]([N:8]([CH3:21])[C:9]2[CH:20]=[CH:19][CH:18]=[CH:17][C:10]=2[O:11][CH2:12][CH2:13][C:14]([OH:16])=[O:15])=[O:7])=[CH:4][C:3]=1[C:24]1[CH:25]=[N:26][C:27]([C:32]([F:35])([F:34])[F:33])=[CH:28][C:29]=1[C:30]#[N:31].[C:36]([O:42][CH2:43]Cl)(=[O:41])[C:37]([CH3:40])([CH3:39])[CH3:38].C(N(CC)CC)C.[Na+].[I-]. Product: [Cl:1][C:2]1[CH:23]=[CH:22][C:5]([C:6]([N:8]([CH3:21])[C:9]2[CH:20]=[CH:19][CH:18]=[CH:17][C:10]=2[O:11][CH2:12][CH2:13][C:14]([O:16][CH2:43][O:42][C:36](=[O:41])[C:37]([CH3:40])([CH3:39])[CH3:38])=[O:15])=[O:7])=[CH:4][C:3]=1[C:24]1[CH:25]=[N:26][C:27]([C:32]([F:35])([F:33])[F:34])=[CH:28][C:29]=1[C:30]#[N:31]. The catalyst class is: 39. (7) Reactant: [O:1]1[CH2:6][CH2:5][N:4]([C:7]2[CH:12]=[CH:11][C:10]([C:13]3[NH:35][C:16]4=[N:17][CH:18]=[CH:19][C:20]([C:21]5[CH:22]=[CH:23][C:24]([O:29][C@@H:30]6[CH2:34][CH2:33][NH:32][CH2:31]6)=[C:25]([CH:28]=5)[C:26]#[N:27])=[C:15]4[N:14]=3)=[CH:9][CH:8]=2)[CH2:3][CH2:2]1.[C:36]([CH2:38][C:39](O)=[O:40])#[N:37].CN(C(ON1N=NC2C=CC=NC1=2)=[N+](C)C)C.F[P-](F)(F)(F)(F)F.CCN(C(C)C)C(C)C. Product: [C:36]([CH2:38][C:39]([N:32]1[CH2:33][CH2:34][C@@H:30]([O:29][C:24]2[CH:23]=[CH:22][C:21]([C:20]3[CH:19]=[CH:18][N:17]=[C:16]4[NH:35][C:13]([C:10]5[CH:9]=[CH:8][C:7]([N:4]6[CH2:5][CH2:6][O:1][CH2:2][CH2:3]6)=[CH:12][CH:11]=5)=[N:14][C:15]=34)=[CH:28][C:25]=2[C:26]#[N:27])[CH2:31]1)=[O:40])#[N:37]. The catalyst class is: 4. (8) Product: [Cl:20][CH:16]([CH2:17][C:4]1[CH:6]=[CH:7][CH:8]=[CH:9][C:3]=1[O:1][CH3:2])[CH:14]=[O:15]. Reactant: [O:1]([C:3]1[CH:9]=[CH:8][CH:7]=[CH:6][C:4]=1N)[CH3:2].N([O-])=O.[Na+].[CH:14]([CH:16]=[CH2:17])=[O:15].[O-2].[Ca+2].[ClH:20]. The catalyst class is: 283. (9) Reactant: [CH3:1][O:2][C:3]1[CH:10]=[CH:9][C:6](NC)=[CH:5][CH:4]=1.[CH2:11]([N:13]([CH:17](C)C)C(C)C)C.ClC(Cl)([O:23]C(=O)OC(Cl)(Cl)Cl)Cl.Cl.[NH:33]1[CH2:38][CH2:37][CH:36]([C:39]([C:41]2[CH:42]=[C:43]([CH3:47])[CH:44]=[CH:45][CH:46]=2)=[O:40])[CH2:35][CH2:34]1. Product: [CH3:1][O:2][C:3]1[CH:4]=[CH:5][C:6]([CH2:17][NH:13][C:11]([N:33]2[CH2:38][CH2:37][CH:36]([C:39](=[O:40])[C:41]3[CH:46]=[CH:45][CH:44]=[C:43]([CH3:47])[CH:42]=3)[CH2:35][CH2:34]2)=[O:23])=[CH:9][CH:10]=1. The catalyst class is: 2. (10) Product: [NH2:2][C:3]1[C:12]2[N:13]=[C:14]([CH2:21][CH2:22][C:23](=[O:24])[CH3:28])[N:15]([CH2:16][C:17]([OH:19])([CH3:18])[CH3:20])[C:11]=2[C:10]2[CH:9]=[CH:8][CH:7]=[CH:6][C:5]=2[N:4]=1. The catalyst class is: 6. Reactant: Cl.[NH2:2][C:3]1[C:12]2[N:13]=[C:14]([CH2:21][CH2:22][C:23]3([CH3:28])OCC[O:24]3)[N:15]([CH2:16][C:17]([CH3:20])([OH:19])[CH3:18])[C:11]=2[C:10]2[CH:9]=[CH:8][CH:7]=[CH:6][C:5]=2[N:4]=1.[OH-].[Na+].